Dataset: Forward reaction prediction with 1.9M reactions from USPTO patents (1976-2016). Task: Predict the product of the given reaction. (1) Given the reactants [CH3:1][O:2][C:3](=[O:34])[CH2:4][C@H:5]1[C:9]2[CH:10]=[CH:11][C:12]([O:14][C@H:15]3[C:23]4[C:18](=[C:19](B5OC(C)(C)C(C)(C)O5)[CH:20]=[CH:21][C:22]=4[F:24])[CH2:17][CH2:16]3)=[CH:13][C:8]=2[O:7][CH2:6]1.[Br:35][C:36]1[C:41](I)=[CH:40][CH:39]=[CH:38][N:37]=1, predict the reaction product. The product is: [CH3:1][O:2][C:3](=[O:34])[CH2:4][C@H:5]1[C:9]2[CH:10]=[CH:11][C:12]([O:14][C@H:15]3[C:23]4[C:18](=[C:19]([C:41]5[C:36]([Br:35])=[N:37][CH:38]=[CH:39][CH:40]=5)[CH:20]=[CH:21][C:22]=4[F:24])[CH2:17][CH2:16]3)=[CH:13][C:8]=2[O:7][CH2:6]1. (2) Given the reactants F[C:2]1[CH:9]=[C:8]([CH3:10])[CH:7]=[CH:6][C:3]=1[CH:4]=[O:5].[NH:11]1[CH2:15][CH2:14][C@H:13]([CH2:16][OH:17])[CH2:12]1.C([O-])([O-])=O.[K+].[K+].CS(C)=O, predict the reaction product. The product is: [OH:17][CH2:16][C@H:13]1[CH2:14][CH2:15][N:11]([C:2]2[CH:9]=[C:8]([CH3:10])[CH:7]=[CH:6][C:3]=2[CH:4]=[O:5])[CH2:12]1. (3) Given the reactants Cl[C:2]1[C:7]([CH2:8][N:9]([C:16]2[CH:17]=[N:18][CH:19]=[CH:20][CH:21]=2)[C:10]2[CH:11]=[N:12][CH:13]=[CH:14][CH:15]=2)=[CH:6][CH:5]=[CH:4][N:3]=1.[S:22]1[C:27]2[CH:28]=[CH:29][CH:30]=[CH:31][C:26]=2[NH:25][CH2:24][CH2:23]1.CC(C)([O-])C.[Na+], predict the reaction product. The product is: [S:22]1[C:27]2[CH:28]=[CH:29][CH:30]=[CH:31][C:26]=2[N:25]([C:2]2[C:7]([CH2:8][N:9]([C:16]3[CH:17]=[N:18][CH:19]=[CH:20][CH:21]=3)[C:10]3[CH:11]=[N:12][CH:13]=[CH:14][CH:15]=3)=[CH:6][CH:5]=[CH:4][N:3]=2)[CH2:24][CH2:23]1. (4) Given the reactants [Br:1][C:2]1[CH:3]=[C:4]([N:8]2[C:12]3=N[CH:14]=[C:15](I)[CH:16]=[C:11]3[C:10]([C:18]([O:20][CH3:21])=[O:19])=[N:9]2)[CH:5]=[CH:6][CH:7]=1.[CH3:22][N:23]1[CH:27]=[C:26](B2OC(C)(C)C(C)(C)O2)[CH:25]=[N:24]1.[Cl-].[Li+].[C:39](=O)([O-])[O-].[Na+].[Na+], predict the reaction product. The product is: [Br:1][C:2]1[CH:3]=[C:4]([N:8]2[C:12]3[C:11](=[CH:16][C:15]([C:26]4[CH:25]=[N:24][N:23]([CH3:22])[CH:27]=4)=[CH:14][CH:39]=3)[C:10]([C:18]([O:20][CH3:21])=[O:19])=[N:9]2)[CH:5]=[CH:6][CH:7]=1. (5) Given the reactants [Cl:1][C:2]1[CH:3]=[C:4]([C:8]#[C:9][C:10]2[CH2:14][C:13]3([CH2:18][CH2:17][N:16]([C:19]([N:21]4[CH2:26][CH2:25][N:24]([CH3:27])CC4)=[O:20])[CH2:15]3)[O:12][N:11]=2)[CH:5]=[CH:6][CH:7]=1.ClC(N1CCNC1=O)=[O:30].CN1CCN(C(Cl)=O)CC1, predict the reaction product. The product is: [Cl:1][C:2]1[CH:3]=[C:4]([C:8]#[C:9][C:10]2[CH2:14][C:13]3([CH2:18][CH2:17][N:16]([C:19]([N:21]4[CH2:26][CH2:25][NH:24][C:27]4=[O:30])=[O:20])[CH2:15]3)[O:12][N:11]=2)[CH:5]=[CH:6][CH:7]=1.